This data is from Reaction yield outcomes from USPTO patents with 853,638 reactions. The task is: Predict the reaction yield, written as a fraction of the theoretical maximum amount of product (1.0 means a 100% yield; for example, 0.34 means a 34% yield). (1) The reactants are C([N-]C(C)C)(C)C.[Li+].[F:9][C:10]1[CH:15]=[CH:14][C:13]([CH2:16][C:17]([OH:19])=[O:18])=[CH:12][C:11]=1[C:20]([F:23])([F:22])[F:21].I[CH2:25][CH:26]1[CH2:30][CH2:29][CH2:28][CH2:27]1. The catalyst is O1CCCC1.CN1CCCN(C)C1=O.CN1CCCN(C)C1=O. The product is [CH:26]1([CH2:25][CH:16]([C:13]2[CH:14]=[CH:15][C:10]([F:9])=[C:11]([C:20]([F:21])([F:22])[F:23])[CH:12]=2)[C:17]([OH:19])=[O:18])[CH2:30][CH2:29][CH2:28][CH2:27]1. The yield is 0.843. (2) The reactants are [OH:1][C:2]1[CH:7]=[CH:6][C:5]([C:8]2[N:13]=[C:12]([C:14]([O:16][CH3:17])=[O:15])[CH:11]=[CH:10][CH:9]=2)=[CH:4][CH:3]=1.C([O-])([O-])=O.[K+].[K+].Br[CH2:25][C:26]1[CH:31]=[CH:30][CH:29]=[CH:28][C:27]=1[F:32]. The catalyst is CC(C)=O. The product is [F:32][C:27]1[CH:28]=[CH:29][CH:30]=[CH:31][C:26]=1[CH2:25][O:1][C:2]1[CH:3]=[CH:4][C:5]([C:8]2[N:13]=[C:12]([C:14]([O:16][CH3:17])=[O:15])[CH:11]=[CH:10][CH:9]=2)=[CH:6][CH:7]=1. The yield is 0.730. (3) The reactants are C(=O)([O-])O.[Na+].[I:6]N1C(=O)CCC1=O.[CH2:14]([N:21]1[C:25]2[N:26]=[C:27]([C:33]3[CH:38]=[CH:37][C:36]([F:39])=[C:35]([C:40]([O:42][CH3:43])=[O:41])[CH:34]=3)[CH:28]=[C:29]([C:30]([OH:32])=[O:31])[C:24]=2[CH:23]=[N:22]1)[C:15]1[CH:20]=[CH:19][CH:18]=[CH:17][CH:16]=1. The catalyst is O1CCOCC1. The product is [CH2:14]([N:21]1[C:25]2[N:26]=[C:27]([C:33]3[CH:38]=[CH:37][C:36]([F:39])=[C:35]([C:40]([O:42][CH3:43])=[O:41])[CH:34]=3)[CH:28]=[C:29]([C:30]([OH:32])=[O:31])[C:24]=2[C:23]([I:6])=[N:22]1)[C:15]1[CH:20]=[CH:19][CH:18]=[CH:17][CH:16]=1. The yield is 0.700. (4) The reactants are [Cl:1][C:2]1[CH:7]=[C:6](Cl)[N:5]2[N:9]=[C:10]([C:12]3[CH:17]=[CH:16][CH:15]=[CH:14][N:13]=3)[CH:11]=[C:4]2[N:3]=1.[NH:18]1[CH2:23][CH2:22][O:21][CH2:20][CH2:19]1. The catalyst is O1CCOCC1.O. The product is [Cl:1][C:2]1[CH:7]=[C:6]([N:18]2[CH2:23][CH2:22][O:21][CH2:20][CH2:19]2)[N:5]2[N:9]=[C:10]([C:12]3[CH:17]=[CH:16][CH:15]=[CH:14][N:13]=3)[CH:11]=[C:4]2[N:3]=1. The yield is 0.750. (5) The reactants are C1(S([N:10]2[C:14]3=[N:15][CH:16]=[C:17]([Cl:19])[CH:18]=[C:13]3[C:12]([CH2:20][C:21]3[CH:22]=[CH:23][C:24]([NH:27][CH2:28][C:29]4[CH:30]=[N:31][CH:32]=[C:33]([F:35])[CH:34]=4)=[N:25][CH:26]=3)=[CH:11]2)(=O)=O)C=CC=CC=1.[F-].C([N+](CCCC)(CCCC)CCCC)CCC.O. The catalyst is O1CCCC1. The product is [Cl:19][C:17]1[CH:18]=[C:13]2[C:12]([CH2:20][C:21]3[CH:22]=[CH:23][C:24]([NH:27][CH2:28][C:29]4[CH:30]=[N:31][CH:32]=[C:33]([F:35])[CH:34]=4)=[N:25][CH:26]=3)=[CH:11][NH:10][C:14]2=[N:15][CH:16]=1. The yield is 0.310. (6) The reactants are C1(P(C2C=CC=CC=2)C2C=CC3C(=CC=CC=3)C=2C2C3C(=CC=CC=3)C=CC=2P(C2C=CC=CC=2)C2C=CC=CC=2)C=CC=CC=1.CC(C)([O-])C.[K+].[NH:53]1[CH2:58][CH2:57][O:56][CH2:55][CH2:54]1.Br[C:60]1[CH:66]=[C:65]([CH3:67])[C:63]([NH2:64])=[C:62]([CH3:68])[CH:61]=1. The catalyst is C1C=CC(/C=C/C(/C=C/C2C=CC=CC=2)=O)=CC=1.C1C=CC(/C=C/C(/C=C/C2C=CC=CC=2)=O)=CC=1.[Pd].C1(C)C=CC=CC=1. The product is [CH3:68][C:62]1[CH:61]=[C:60]([N:53]2[CH2:58][CH2:57][O:56][CH2:55][CH2:54]2)[CH:66]=[C:65]([CH3:67])[C:63]=1[NH2:64]. The yield is 0.410.